This data is from Catalyst prediction with 721,799 reactions and 888 catalyst types from USPTO. The task is: Predict which catalyst facilitates the given reaction. (1) Reactant: [F:1][C:2]([F:7])([F:6])[C:3]([OH:5])=[O:4].[Cl:8][C:9]1[CH:14]=[CH:13][C:12]([F:15])=[CH:11][C:10]=1[C:16]1[CH2:20][N:19](C(OC(C)(C)C)=O)[CH:18]([C:28]2[CH:33]=[CH:32][CH:31]=[CH:30][CH:29]=2)[CH:17]=1. Product: [Cl:8][C:9]1[CH:14]=[CH:13][C:12]([F:15])=[CH:11][C:10]=1[C:16]1[CH2:20][NH:19][CH:18]([C:28]2[CH:33]=[CH:32][CH:31]=[CH:30][CH:29]=2)[CH:17]=1.[C:3]([OH:5])([C:2]([F:7])([F:6])[F:1])=[O:4]. The catalyst class is: 4. (2) Reactant: [Cl:1][C:2]1[CH:7]=[C:6]([Cl:8])[CH:5]=[CH:4][C:3]=1[CH:9]1[CH:18]([C:19]([NH:21][O:22][CH2:23][C:24]2[CH:29]=[CH:28][CH:27]=[C:26]([CH2:30][OH:31])[N:25]=2)=[O:20])[C:17]2[C:12](=[CH:13][CH:14]=[CH:15][CH:16]=2)[C:11](=[O:32])[N:10]1[CH:33]1[CH2:38][CH2:37][CH2:36][CH2:35][CH:34]1[NH:39][S:40]([CH3:43])(=[O:42])=[O:41].N1[CH:49]=[CH:48]C=CC=1.[C:50](OC(=O)C)(=[O:52])[CH3:51].[OH2:57]. Product: [C:50]([O:31][CH2:30][C:26]1[CH:27]=[CH:28][CH:29]=[C:24]([CH2:23][O:22][N:21]([C:48](=[O:57])[CH3:49])[C:19]([CH:18]2[C:17]3[C:12](=[CH:13][CH:14]=[CH:15][CH:16]=3)[C:11](=[O:32])[N:10]([CH:33]3[CH2:38][CH2:37][CH2:36][CH2:35][CH:34]3[NH:39][S:40]([CH3:43])(=[O:41])=[O:42])[CH:9]2[C:3]2[CH:4]=[CH:5][C:6]([Cl:8])=[CH:7][C:2]=2[Cl:1])=[O:20])[N:25]=1)(=[O:52])[CH3:51]. The catalyst class is: 154. (3) Reactant: Cl[C:2]1[N:7]=[CH:6][N:5]=[C:4]([NH2:8])[CH:3]=1.C(N(C(C)C)CC)(C)C.[N:18]1([CH2:24][CH2:25][CH2:26][N:27]2[CH2:32][CH2:31][O:30][CH2:29][CH2:28]2)[CH2:23][CH2:22][NH:21][CH2:20][CH2:19]1. Product: [N:27]1([CH2:26][CH2:25][CH2:24][N:18]2[CH2:19][CH2:20][N:21]([C:6]3[N:5]=[C:4]([NH2:8])[CH:3]=[CH:2][N:7]=3)[CH2:22][CH2:23]2)[CH2:28][CH2:29][O:30][CH2:31][CH2:32]1. The catalyst class is: 51. (4) Reactant: [Cl:1][C:2]1[C:7]([C:8]([O:10][C:11]2[CH:16]=[CH:15][C:14]([S:17](=[O:21])(=[O:20])[NH:18][CH3:19])=[CH:13][CH:12]=2)=[O:9])=[C:6](Cl)[N:5]=[CH:4][N:3]=1.[NH3:23]. Product: [NH2:23][C:6]1[C:7]([C:8]([O:10][C:11]2[CH:16]=[CH:15][C:14]([S:17](=[O:21])(=[O:20])[NH:18][CH3:19])=[CH:13][CH:12]=2)=[O:9])=[C:2]([Cl:1])[N:3]=[CH:4][N:5]=1. The catalyst class is: 12.